This data is from Forward reaction prediction with 1.9M reactions from USPTO patents (1976-2016). The task is: Predict the product of the given reaction. (1) Given the reactants [CH3:1][O:2][C:3]([C:5]1[CH:13]=[CH:12][C:8]([C:9]([OH:11])=O)=[C:7]([N+:14]([O-:16])=[O:15])[CH:6]=1)=[O:4].[NH2:17][C:18]1[CH:23]=[CH:22][C:21]([Cl:24])=[CH:20][N:19]=1, predict the reaction product. The product is: [Cl:24][C:21]1[CH:22]=[CH:23][C:18]([NH:17][C:9](=[O:11])[C:8]2[CH:12]=[CH:13][C:5]([C:3]([O:2][CH3:1])=[O:4])=[CH:6][C:7]=2[N+:14]([O-:16])=[O:15])=[N:19][CH:20]=1. (2) Given the reactants Br[C:2]1[N:3]=[CH:4][C:5]([F:32])=[C:6]2[C:10]([C:11](=[O:31])[C:12]([N:14]3[CH2:19][CH2:18][N:17]([C:20]4[N:24]([C:25]5[CH:30]=[CH:29][CH:28]=[CH:27][CH:26]=5)[N:23]=[N:22][N:21]=4)[CH2:16][CH2:15]3)=[O:13])=[CH:9][NH:8][C:7]=12.C(=O)([O-])[O-].[K+].[K+].[CH3:39][C:40]1[CH:44]=[CH:43][NH:42][N:41]=1.CO, predict the reaction product. The product is: [F:32][C:5]1[CH:4]=[N:3][C:2]([N:42]2[CH:43]=[CH:44][C:40]([CH3:39])=[N:41]2)=[C:7]2[NH:8][CH:9]=[C:10]([C:11](=[O:31])[C:12]([N:14]3[CH2:19][CH2:18][N:17]([C:20]4[N:24]([C:25]5[CH:26]=[CH:27][CH:28]=[CH:29][CH:30]=5)[N:23]=[N:22][N:21]=4)[CH2:16][CH2:15]3)=[O:13])[C:6]=12. (3) Given the reactants C([O:5][C:6](=[O:31])[C:7]1[CH:12]=[CH:11][C:10]([CH2:13][N:14]2[C:18](=[O:19])[N:17]([CH:20]3[CH2:22][CH2:21]3)[C:16]([C:23]3[CH:28]=[CH:27][C:26]([Cl:29])=[CH:25][CH:24]=3)=[N:15]2)=[C:9]([Cl:30])[CH:8]=1)(C)(C)C.FC(F)(F)C(O)=O, predict the reaction product. The product is: [Cl:30][C:9]1[CH:8]=[C:7]([CH:12]=[CH:11][C:10]=1[CH2:13][N:14]1[C:18](=[O:19])[N:17]([CH:20]2[CH2:22][CH2:21]2)[C:16]([C:23]2[CH:24]=[CH:25][C:26]([Cl:29])=[CH:27][CH:28]=2)=[N:15]1)[C:6]([OH:31])=[O:5]. (4) Given the reactants [CH2:1]([N:5]([CH2:45][CH2:46][CH2:47][CH3:48])[C:6]([C:8]1[N:9]=[C:10]([C:21]2[CH:30]=[CH:29][C:24]([C:25]([O:27][CH3:28])=[O:26])=[CH:23][C:22]=2[C:31]([N:33]2[C@H:42]([CH2:43][OH:44])[CH2:41][C:40]3[C:35](=[CH:36][CH:37]=[CH:38][CH:39]=3)[CH2:34]2)=[O:32])[N:11]([CH2:13][CH2:14][C:15]2C=CC=CC=2)[CH:12]=1)=[O:7])[CH2:2][CH2:3][CH3:4].C(N(CCCC)C(C1N=C(C2C=CC(C(OC)=O)=CC=2C(O)=O)N(CCC[N:64]2[CH2:69][CH2:68][O:67][CH2:66][CH2:65]2)C=1)=O)CCC, predict the reaction product. The product is: [CH2:45]([N:5]([CH2:1][CH2:2][CH2:3][CH3:4])[C:6]([C:8]1[N:9]=[C:10]([C:21]2[CH:30]=[CH:29][C:24]([C:25]([O:27][CH3:28])=[O:26])=[CH:23][C:22]=2[C:31]([N:33]2[C@H:42]([CH2:43][OH:44])[CH2:41][C:36]3[C:35](=[CH:40][CH:39]=[CH:38][CH:37]=3)[CH2:34]2)=[O:32])[N:11]([CH2:13][CH2:14][CH2:15][N:64]2[CH2:69][CH2:68][O:67][CH2:66][CH2:65]2)[CH:12]=1)=[O:7])[CH2:46][CH2:47][CH3:48]. (5) The product is: [Cl:17][C:4]1[C:5](=[O:16])[N:6]([C:10]2[CH:15]=[CH:14][CH:13]=[CH:12][CH:11]=2)[N:7]([CH2:8][CH3:9])[C:3]=1[CH2:2][N:30]1[CH2:29][CH2:28][N:27]([C:22]2[CH:23]=[CH:24][CH:25]=[CH:26][C:21]=2[O:20][CH2:18][CH3:19])[CH2:32][CH2:31]1. Given the reactants Br[CH2:2][C:3]1[N:7]([CH2:8][CH3:9])[N:6]([C:10]2[CH:15]=[CH:14][CH:13]=[CH:12][CH:11]=2)[C:5](=[O:16])[C:4]=1[Cl:17].[CH2:18]([O:20][C:21]1[CH:26]=[CH:25][CH:24]=[CH:23][C:22]=1[N:27]1[CH2:32][CH2:31][NH:30][CH2:29][CH2:28]1)[CH3:19], predict the reaction product. (6) The product is: [C:15]([O:19][C:20]([N:22]1[CH2:27][CH2:26][CH:25]([O:28][CH:5]([C:4]([O:3][CH2:1][CH3:2])=[O:14])[C:6]2[CH:11]=[CH:10][CH:9]=[CH:8][CH:7]=2)[CH2:24][CH2:23]1)=[O:21])([CH3:18])([CH3:16])[CH3:17]. Given the reactants [CH2:1]([O:3][C:4](=[O:14])[C:5](=[N+]=[N-])[C:6]1[CH:11]=[CH:10][CH:9]=[CH:8][CH:7]=1)[CH3:2].[C:15]([O:19][C:20]([N:22]1[CH2:27][CH2:26][CH:25]([OH:28])[CH2:24][CH2:23]1)=[O:21])([CH3:18])([CH3:17])[CH3:16], predict the reaction product. (7) Given the reactants [OH-].[Na+].[C:3]([C:11]1[CH:39]=[CH:38][C:14]2[N:15]=[C:16]([C:18]3[C:19]([CH3:37])=[C:20]([C:24]([N:26]4[CH2:31][CH2:30][CH:29]([C:32]([O:34]CC)=[O:33])[CH2:28][CH2:27]4)=[O:25])[NH:21][C:22]=3[CH3:23])[NH:17][C:13]=2[CH:12]=1)(=[O:10])[C:4]1[CH:9]=[CH:8][CH:7]=[CH:6][CH:5]=1.Cl, predict the reaction product. The product is: [C:3]([C:11]1[CH:39]=[CH:38][C:14]2[N:15]=[C:16]([C:18]3[C:19]([CH3:37])=[C:20]([C:24]([N:26]4[CH2:27][CH2:28][CH:29]([C:32]([OH:34])=[O:33])[CH2:30][CH2:31]4)=[O:25])[NH:21][C:22]=3[CH3:23])[NH:17][C:13]=2[CH:12]=1)(=[O:10])[C:4]1[CH:5]=[CH:6][CH:7]=[CH:8][CH:9]=1. (8) The product is: [C:33]([C:30]1[CH:31]=[CH:32][C:27]([CH2:26][C:25]([NH:24][C@@H:11]([C:9]2[N:8]=[N:7][N:6]([CH2:5][CH2:4][OH:3])[CH:10]=2)[C:12]2[CH:17]=[CH:16][C:15]([O:18][CH2:19][C:20]([F:22])([F:23])[F:21])=[CH:14][N:13]=2)=[O:37])=[CH:28][CH:29]=1)([CH3:36])([CH3:34])[CH3:35]. Given the reactants C([O:3][C:4](=O)[CH2:5][N:6]1[CH:10]=[C:9]([C@H:11]([NH:24][C:25](=[O:37])[CH2:26][C:27]2[CH:32]=[CH:31][C:30]([C:33]([CH3:36])([CH3:35])[CH3:34])=[CH:29][CH:28]=2)[C:12]2[CH:17]=[CH:16][C:15]([O:18][CH2:19][C:20]([F:23])([F:22])[F:21])=[CH:14][N:13]=2)[N:8]=[N:7]1)C.[Li+].[BH4-].Cl.[OH-].[Na+], predict the reaction product. (9) Given the reactants [C:1]([C:4]1[CH:5]=[C:6]([S:10][C:11]2[CH:16]=[CH:15][C:14](/[CH:17]=[CH:18]/[C:19]([N:21]3[CH2:26][CH2:25][N:24]([C:27](=[O:29])[CH3:28])[CH2:23][CH2:22]3)=[O:20])=[CH:13][C:12]=2[N+:30]([O-:32])=[O:31])[CH:7]=[CH:8][CH:9]=1)(O)=[O:2].CCN(CC)CC.ClC(OCC)=O, predict the reaction product. The product is: [OH:2][CH2:1][C:4]1[CH:5]=[C:6]([S:10][C:11]2[CH:16]=[CH:15][C:14](/[CH:17]=[CH:18]/[C:19]([N:21]3[CH2:22][CH2:23][N:24]([C:27](=[O:29])[CH3:28])[CH2:25][CH2:26]3)=[O:20])=[CH:13][C:12]=2[N+:30]([O-:32])=[O:31])[CH:7]=[CH:8][CH:9]=1. (10) Given the reactants [CH2:1]([O:3][C:4]([C:6]1[CH:7]=[C:8]2[C:13](=[CH:14][CH:15]=1)[NH:12][CH:11]([C:16]1[CH:21]=[C:20]([Cl:22])[CH:19]=[C:18]([Br:23])[CH:17]=1)[C:10]([CH3:25])([CH3:24])[CH:9]2O)=[O:5])[CH3:2].FC(F)(F)C(O)=O, predict the reaction product. The product is: [CH2:1]([O:3][C:4]([C:6]1[CH:7]=[C:8]2[C:13](=[CH:14][CH:15]=1)[NH:12][CH:11]([C:16]1[CH:21]=[C:20]([Cl:22])[CH:19]=[C:18]([Br:23])[CH:17]=1)[C:10]([CH3:24])([CH3:25])[CH2:9]2)=[O:5])[CH3:2].